Dataset: Full USPTO retrosynthesis dataset with 1.9M reactions from patents (1976-2016). Task: Predict the reactants needed to synthesize the given product. (1) Given the product [ClH:51].[N:36]1[C:35]2[C:30](=[N:31][CH:32]=[CH:33][CH:34]=2)[S:29][C:28]=1[C:23]1[CH:24]=[CH:25][CH:26]=[CH:27][C:22]=1[NH:21][C:20]([C:18]1[CH:19]=[C:14]([N:11]2[CH2:12][CH2:13][NH:8][CH2:9][CH2:10]2)[N:15]=[C:16]([C:38]2[CH:39]=[CH:40][CH:41]=[CH:42][CH:43]=2)[N:17]=1)=[O:37], predict the reactants needed to synthesize it. The reactants are: C(OC([N:8]1[CH2:13][CH2:12][N:11]([C:14]2[CH:19]=[C:18]([C:20](=[O:37])[NH:21][C:22]3[CH:27]=[CH:26][CH:25]=[CH:24][C:23]=3[C:28]3[S:29][C:30]4[C:35]([N:36]=3)=[CH:34][CH:33]=[CH:32][N:31]=4)[N:17]=[C:16]([C:38]3[CH:43]=[CH:42][CH:41]=[CH:40][CH:39]=3)[N:15]=2)[CH2:10][CH2:9]1)=O)(C)(C)C.FC(F)(F)C(O)=O.[ClH:51]. (2) Given the product [O:4]1[C:12]2[CH:11]=[CH:10][N:9]=[C:8]([N:13]3[CH2:18][CH2:17][N:16]([CH2:19][CH2:20][C@H:21]4[CH2:26][CH2:25][C@H:24]([NH:27][C:31](=[O:32])[CH:30]=[C:29]([CH3:34])[CH3:28])[CH2:23][CH2:22]4)[CH2:15][CH2:14]3)[C:7]=2[CH2:6][CH2:5]1, predict the reactants needed to synthesize it. The reactants are: Cl.Cl.Cl.[O:4]1[C:12]2[CH:11]=[CH:10][N:9]=[C:8]([N:13]3[CH2:18][CH2:17][N:16]([CH2:19][CH2:20][C@H:21]4[CH2:26][CH2:25][C@H:24]([NH2:27])[CH2:23][CH2:22]4)[CH2:15][CH2:14]3)[C:7]=2[CH2:6][CH2:5]1.[CH3:28][C:29]([CH3:34])=[CH:30][C:31](O)=[O:32]. (3) The reactants are: [S:1](=[O:5])(=O)([OH:3])[NH2:2].[Cl:6][S:7]([OH:10])(=O)=[O:8].S(Cl)([Cl:13])=O. Given the product [NH:2]([S:1]([Cl:13])(=[O:5])=[O:3])[S:7]([Cl:6])(=[O:10])=[O:8], predict the reactants needed to synthesize it. (4) Given the product [NH2:41][C:39]1[N:38]=[C:37]([NH2:47])[C:36]([C:2]2[N:7]=[C:6]([N:8]3[CH2:13][CH2:12][O:11][CH2:10][CH2:9]3)[N:5]=[C:4]([O:14][CH:15]3[CH2:20][CH2:19][N:18]([C:21]([O:23][C:24]([CH3:27])([CH3:26])[CH3:25])=[O:22])[CH2:17][CH2:16]3)[CH:3]=2)=[CH:35][N:40]=1.[O:11]1[CH2:10][CH2:9][N:8]([C:6]2[N:7]=[C:2]([C:36]3[C:37]([NH2:47])=[N:38][C:39]([NH2:41])=[N:40][CH:35]=3)[CH:3]=[C:4]([O:14][CH:15]3[CH2:16][CH2:17][NH:18][CH2:19][CH2:20]3)[N:5]=2)[CH2:13][CH2:12]1, predict the reactants needed to synthesize it. The reactants are: Cl[C:2]1[N:7]=[C:6]([N:8]2[CH2:13][CH2:12][O:11][CH2:10][CH2:9]2)[N:5]=[C:4]([O:14][CH:15]2[CH2:20][CH2:19][N:18]([C:21]([O:23][C:24]([CH3:27])([CH3:26])[CH3:25])=[O:22])[CH2:17][CH2:16]2)[CH:3]=1.NC1N=CC([C:35]2[N:40]=[C:39]([N:41]3CCOCC3)[N:38]=[C:37]([NH:47]C3C=NC4C(C=3)=C(OC)C=CC=4)[CH:36]=2)=CN=1.